Dataset: Catalyst prediction with 721,799 reactions and 888 catalyst types from USPTO. Task: Predict which catalyst facilitates the given reaction. (1) Reactant: Cl[C:2]1[N:7]=[C:6]([C:8]2[CH:13]=[CH:12][C:11]([O:14][C:15]3[CH:20]=[CH:19][CH:18]=[CH:17][CH:16]=3)=[CH:10][CH:9]=2)[N:5]=[C:4]([C:21]2[CH:26]=[CH:25][C:24]([O:27][C:28]3[CH:33]=[CH:32][CH:31]=[CH:30][CH:29]=3)=[CH:23][CH:22]=2)[N:3]=1.[CH:34]1[C:39]([OH:40])=[CH:38][CH:37]=[CH:36][C:35]=1[CH3:41].[Al+3].[Cl-].[Cl-].[Cl-].N1C=CC=NN=1. Product: [OH:40][C:39]1[CH:34]=[C:35]([CH3:41])[CH:36]=[CH:37][C:38]=1[C:2]1[N:7]=[C:6]([C:8]2[CH:13]=[CH:12][C:11]([O:14][C:15]3[CH:20]=[CH:19][CH:18]=[CH:17][CH:16]=3)=[CH:10][CH:9]=2)[N:5]=[C:4]([C:21]2[CH:26]=[CH:25][C:24]([O:27][C:28]3[CH:33]=[CH:32][CH:31]=[CH:30][CH:29]=3)=[CH:23][CH:22]=2)[N:3]=1. The catalyst class is: 159. (2) Reactant: [F:1][C:2]([F:38])([F:37])[C:3]1[CH:4]=[C:5]([CH:30]=[C:31]([C:33]([F:36])([F:35])[F:34])[CH:32]=1)[CH2:6][NH:7][CH2:8][C:9]1[CH:14]=[C:13]([C:15]([F:18])([F:17])[F:16])[CH:12]=[CH:11][C:10]=1[C:19]1[CH:24]=[C:23]([CH:25]([CH3:27])[CH3:26])[CH:22]=[CH:21][C:20]=1[O:28][CH3:29].[Br:39][C:40]1[CH:41]=[N:42][C:43](Cl)=[N:44][CH:45]=1.C(N(CC)C(C)C)(C)C.O. Product: [F:1][C:2]([F:37])([F:38])[C:3]1[CH:4]=[C:5]([CH:30]=[C:31]([C:33]([F:36])([F:34])[F:35])[CH:32]=1)[CH2:6][N:7]([C:43]1[N:44]=[CH:45][C:40]([Br:39])=[CH:41][N:42]=1)[CH2:8][C:9]1[CH:14]=[C:13]([C:15]([F:18])([F:17])[F:16])[CH:12]=[CH:11][C:10]=1[C:19]1[CH:24]=[C:23]([CH:25]([CH3:26])[CH3:27])[CH:22]=[CH:21][C:20]=1[O:28][CH3:29]. The catalyst class is: 11. (3) Reactant: [NH2:1][C:2]1[C:9]([NH2:10])=[C:8]([N+:11]([O-:13])=[O:12])[CH:7]=[CH:6][C:3]=1[C:4]#[N:5].[CH:14]([CH:16]=O)=O.O.[OH-].[NH4+]. Product: [N+:11]([C:8]1[C:9]2[N:10]=[CH:16][CH:14]=[N:1][C:2]=2[C:3]([C:4]#[N:5])=[CH:6][CH:7]=1)([O-:13])=[O:12]. The catalyst class is: 15. (4) Reactant: CC1(C)[O:6][CH:5]([CH2:7][O:8][C:9]2[CH:14]=[CH:13][N:12]3[C:15]([C:18]([NH:20][C:21]4[CH:29]=[CH:28][CH:27]=[C:26]5[C:22]=4[C:23]([CH3:38])=[N:24][N:25]5[CH2:30][C:31]4[CH:36]=[CH:35][CH:34]=[C:33]([CH3:37])[N:32]=4)=[O:19])=[CH:16][N:17]=[C:11]3[CH:10]=2)[CH2:4][O:3]1. Product: [OH:6][CH:5]([CH2:4][OH:3])[CH2:7][O:8][C:9]1[CH:14]=[CH:13][N:12]2[C:15]([C:18]([NH:20][C:21]3[CH:29]=[CH:28][CH:27]=[C:26]4[C:22]=3[C:23]([CH3:38])=[N:24][N:25]4[CH2:30][C:31]3[CH:36]=[CH:35][CH:34]=[C:33]([CH3:37])[N:32]=3)=[O:19])=[CH:16][N:17]=[C:11]2[CH:10]=1. The catalyst class is: 574. (5) Product: [O:1]([CH2:2][CH2:3][CH2:4][C:5]1[C:13]2[C:8](=[CH:9][CH:10]=[CH:11][CH:12]=2)[NH:7][CH:6]=1)[Si:23]([C:20]([CH3:22])([CH3:21])[CH3:19])([CH3:25])[CH3:24]. Reactant: [OH:1][CH2:2][CH2:3][CH2:4][C:5]1[C:13]2[C:8](=[CH:9][CH:10]=[CH:11][CH:12]=2)[NH:7][CH:6]=1.N1C=CN=C1.[CH3:19][C:20]([Si:23](Cl)([CH3:25])[CH3:24])([CH3:22])[CH3:21].C([O-])(O)=O.[Na+]. The catalyst class is: 4. (6) Reactant: [Br:1][C:2]1[N:7]=[C:6]([NH2:8])[CH:5]=[CH:4][C:3]=1[Cl:9].N1C=CC=CC=1.[C:16](Cl)(=[O:23])[C:17]1[CH:22]=[CH:21][CH:20]=[CH:19][CH:18]=1. Product: [Br:1][C:2]1[N:7]=[C:6]([NH:8][C:16](=[O:23])[C:17]2[CH:22]=[CH:21][CH:20]=[CH:19][CH:18]=2)[CH:5]=[CH:4][C:3]=1[Cl:9]. The catalyst class is: 4. (7) Product: [OH:8][CH2:9][C:10]1[C:11]2[N:12]([N:17]=[C:18]([C:20]([F:23])([F:22])[F:21])[CH:19]=2)[C:13]([I:16])=[CH:14][CH:15]=1. The catalyst class is: 20. Reactant: [Si]([O:8][CH2:9][C:10]1[C:11]2[N:12]([N:17]=[C:18]([C:20]([F:23])([F:22])[F:21])[CH:19]=2)[C:13]([I:16])=[CH:14][CH:15]=1)(C(C)(C)C)(C)C.[F-].C([N+](CCCC)(CCCC)CCCC)CCC. (8) Product: [CH:42]([O:45][C:46]([N:14]1[CH2:15][CH2:16][CH2:17][CH:11]([N:7]([C:8](=[O:10])[CH3:9])[CH2:6][C:5]2[CH:4]=[C:3]([C:2]([F:1])([F:34])[F:35])[CH:29]=[C:28]([C:30]([F:32])([F:33])[F:31])[CH:27]=2)[C:12]2[CH:21]=[C:20]([C:22]([F:23])([F:24])[F:25])[CH:19]=[C:18]([CH3:26])[C:13]1=2)=[O:47])([CH3:44])[CH3:43]. The catalyst class is: 4. Reactant: [F:1][C:2]([F:35])([F:34])[C:3]1[CH:4]=[C:5]([CH:27]=[C:28]([C:30]([F:33])([F:32])[F:31])[CH:29]=1)[CH2:6][N:7]([CH:11]1[CH2:17][CH2:16][CH2:15][NH:14][C:13]2[C:18]([CH3:26])=[CH:19][C:20]([C:22]([F:25])([F:24])[F:23])=[CH:21][C:12]1=2)[C:8](=[O:10])[CH3:9].N1C=CC=CC=1.[CH:42]([O:45][C:46](Cl)=[O:47])([CH3:44])[CH3:43].